From a dataset of Catalyst prediction with 721,799 reactions and 888 catalyst types from USPTO. Predict which catalyst facilitates the given reaction. (1) Reactant: [C:1]1([S:7]([C:10]2[CH:11]=[N:12][C:13]3[C:18]([CH:19]=2)=[CH:17][CH:16]=[CH:15][C:14]=3[N:20]2[CH2:25][CH2:24][NH:23][CH2:22][CH2:21]2)(=[O:9])=[O:8])[CH:6]=[CH:5][CH:4]=[CH:3][CH:2]=1.[C:26](O)(=O)C.C=O.C([BH3-])#N. Product: [CH3:26][N:23]1[CH2:24][CH2:25][N:20]([C:14]2[CH:15]=[CH:16][CH:17]=[C:18]3[C:13]=2[N:12]=[CH:11][C:10]([S:7]([C:1]2[CH:2]=[CH:3][CH:4]=[CH:5][CH:6]=2)(=[O:9])=[O:8])=[CH:19]3)[CH2:21][CH2:22]1. The catalyst class is: 357. (2) Reactant: [CH3:1][N:2]([CH:9]=[O:10])[C:3]1[CH:8]=[CH:7][CH:6]=[CH:5][CH:4]=1.[CH:11](OCCCC)=[CH2:12].ClC(OC(=O)OC(Cl)(Cl)Cl)(Cl)Cl. Product: [CH3:1][N:2]([C:9]([CH:11]=[CH2:12])=[O:10])[C:3]1[CH:8]=[CH:7][CH:6]=[CH:5][CH:4]=1. The catalyst class is: 12. (3) Reactant: [NH2:1][CH2:2][CH2:3][CH2:4][CH2:5][CH2:6][C:7]1[N:8]([CH2:18][CH2:19][CH3:20])[C:9]2[CH:15]=[C:14]([C:16]#[N:17])[CH:13]=[CH:12][C:10]=2[N:11]=1.[C:21]([BH3-])#N.[Na+].[C:25](O)(=O)[CH3:26].[CH:29](=O)[CH2:30][CH3:31]. Product: [CH2:29]([N:1]([CH2:21][CH2:25][CH3:26])[CH2:2][CH2:3][CH2:4][CH2:5][CH2:6][C:7]1[N:8]([CH2:18][CH2:19][CH3:20])[C:9]2[CH:15]=[C:14]([C:16]#[N:17])[CH:13]=[CH:12][C:10]=2[N:11]=1)[CH2:30][CH3:31]. The catalyst class is: 5. (4) Reactant: [F:1][C:2]1[CH:3]=[C:4]2[C:8](=[CH:9][CH:10]=1)[N:7]([CH2:11][CH2:12][O:13][CH3:14])[CH:6]=[C:5]2[C:15]([OH:17])=O.[NH2:18][CH2:19][C:20]([C:23]1[CH:28]=[CH:27][C:26]([NH:29][C:30](=[O:41])[C:31]2[CH:36]=[CH:35][C:34]([O:37][CH3:38])=[C:33]([O:39][CH3:40])[CH:32]=2)=[CH:25][CH:24]=1)([CH3:22])[CH3:21].C1C=CC2N(O)N=NC=2C=1.C(Cl)CCl. Product: [CH3:40][O:39][C:33]1[CH:32]=[C:31]([CH:36]=[CH:35][C:34]=1[O:37][CH3:38])[C:30]([NH:29][C:26]1[CH:25]=[CH:24][C:23]([C:20]([CH3:22])([CH3:21])[CH2:19][NH:18][C:15]([C:5]2[C:4]3[C:8](=[CH:9][CH:10]=[C:2]([F:1])[CH:3]=3)[N:7]([CH2:11][CH2:12][O:13][CH3:14])[CH:6]=2)=[O:17])=[CH:28][CH:27]=1)=[O:41]. The catalyst class is: 12. (5) Reactant: [NH2:1][C:2]1[N:6]([C:7]2[CH:12]=[CH:11][CH:10]=[CH:9][CH:8]=2)[N:5]=[C:4]([C:13]([O:15]CC)=[O:14])[CH:3]=1.[OH-].[Na+]. Product: [NH2:1][C:2]1[N:6]([C:7]2[CH:12]=[CH:11][CH:10]=[CH:9][CH:8]=2)[N:5]=[C:4]([C:13]([OH:15])=[O:14])[CH:3]=1. The catalyst class is: 14. (6) Reactant: [Cl:1][C:2]1[CH:3]=[CH:4][C:5]2[N:11]3[C:12]([CH:15]([CH3:17])[CH3:16])=[N:13][N:14]=[C:10]3[CH:9]([CH2:18][C:19]([N:21]3[CH2:26][CH2:25][CH:24]([CH2:27][C:28]([O:30]CC)=[O:29])[CH2:23][CH2:22]3)=[O:20])[O:8][CH:7]([C:33]3[CH:38]=[CH:37][CH:36]=[C:35]([O:39][CH3:40])[C:34]=3[O:41][CH3:42])[C:6]=2[CH:43]=1. Product: [Cl:1][C:2]1[CH:3]=[CH:4][C:5]2[N:11]3[C:12]([CH:15]([CH3:16])[CH3:17])=[N:13][N:14]=[C:10]3[CH:9]([CH2:18][C:19]([N:21]3[CH2:22][CH2:23][CH:24]([CH2:27][C:28]([OH:30])=[O:29])[CH2:25][CH2:26]3)=[O:20])[O:8][CH:7]([C:33]3[CH:38]=[CH:37][CH:36]=[C:35]([O:39][CH3:40])[C:34]=3[O:41][CH3:42])[C:6]=2[CH:43]=1. The catalyst class is: 89. (7) Reactant: [CH:1](=[C:8]1[CH2:13][CH2:12][N:11]([C:14]([O:16][C:17]([CH3:20])([CH3:19])[CH3:18])=[O:15])[CH:10]([CH3:21])[CH2:9]1)[C:2]1[CH:7]=[CH:6][CH:5]=[CH:4][CH:3]=1. Product: [CH2:1]([CH:8]1[CH2:13][CH2:12][N:11]([C:14]([O:16][C:17]([CH3:20])([CH3:19])[CH3:18])=[O:15])[CH:10]([CH3:21])[CH2:9]1)[C:2]1[CH:3]=[CH:4][CH:5]=[CH:6][CH:7]=1. The catalyst class is: 19.